From a dataset of Reaction yield outcomes from USPTO patents with 853,638 reactions. Predict the reaction yield, written as a fraction of the theoretical maximum amount of product (1.0 means a 100% yield; for example, 0.34 means a 34% yield). (1) The reactants are Br[C:2]1[CH:7]=[CH:6][C:5]([CH2:8][CH2:9][N:10]2[CH2:15][CH2:14][N:13]([CH3:16])[CH2:12][CH2:11]2)=[CH:4][CH:3]=1.C([Li])CCC.CN(C)[CH:24]=[O:25]. The catalyst is C1COCC1.CCCCCC. The product is [CH3:16][N:13]1[CH2:14][CH2:15][N:10]([CH2:9][CH2:8][C:5]2[CH:6]=[CH:7][C:2]([CH:24]=[O:25])=[CH:3][CH:4]=2)[CH2:11][CH2:12]1. The yield is 0.980. (2) The product is [F:20][C:14]1[CH:15]=[CH:16][C:17]([F:19])=[CH:18][C:13]=1[C:11]1[S:10][C:9]([CH2:27][O:28][CH2:29][O:30][CH3:31])([C:21]2[CH:22]=[CH:23][CH:24]=[CH:25][CH:26]=2)[N:8]([C:6]2[O:7][C:47]([CH3:48])=[N:4][N:5]=2)[N:12]=1. The yield is 0.380. No catalyst specified. The reactants are C([NH:4][NH:5][C:6]([N:8]1[N:12]=[C:11]([C:13]2[CH:18]=[C:17]([F:19])[CH:16]=[CH:15][C:14]=2[F:20])[S:10][C:9]1([CH2:27][O:28][CH2:29][O:30][CH3:31])[C:21]1[CH:26]=[CH:25][CH:24]=[CH:23][CH:22]=1)=[O:7])(=O)C.CCN(C(C)C)C(C)C.O=P(Cl)(Cl)Cl.Cl[CH:47](Cl)[CH3:48].